From a dataset of Catalyst prediction with 721,799 reactions and 888 catalyst types from USPTO. Predict which catalyst facilitates the given reaction. (1) Reactant: [NH2:1][C@H:2]1[C:11]2[C:6](=[CH:7][CH:8]=[C:9]([N:12]3[CH2:18][C@H:17]4[O:19][C@H:14]([CH2:15][CH2:16]4)[CH2:13]3)[CH:10]=2)[N:5]([C:20](=[O:22])[CH3:21])[C@@H:4]([CH3:23])[C@@H:3]1[CH3:24].N[C@H]1[C:35]2[C:30](=[CH:31][CH:32]=[C:33](N3CC4OC(CC4)C3)[CH:34]=2)N(C(=O)C)[C@@H](C)[C@@H]1C.BrC1C=CC=CC=1.CN(C1C(C2C(P(C3CCCCC3)C3CCCCC3)=CC=CC=2)=CC=CC=1)C.CC(C)([O-])C.[Na+]. Product: [CH:14]12[O:19][CH:17]([CH2:16][CH2:15]1)[CH2:18][N:12]([C:9]1[CH:10]=[C:11]3[C:6](=[CH:7][CH:8]=1)[N:5]([C:20](=[O:22])[CH3:21])[C@@H:4]([CH3:23])[C@H:3]([CH3:24])[C@H:2]3[NH:1][C:30]1[CH:35]=[CH:34][CH:33]=[CH:32][CH:31]=1)[CH2:13]2. The catalyst class is: 62. (2) Reactant: [CH3:1][C:2]1[O:6][C:5]([C:7]([NH:9][C:10]([C:13]2[N:19]([CH3:20])[C:17](=[O:18])[C:16]([OH:21])=[C:15]([C:22]([NH:24][CH2:25][C:26]3[CH:27]=[CH:28][C:29]([F:32])=[CH:30][CH:31]=3)=[O:23])[N:14]=2)([CH3:12])[CH3:11])=[O:8])=[N:4][N:3]=1.C([O-])(=O)C.[Ca+2:37].C([O-])(=O)C.CCCCCCC. Product: [CH3:1][C:2]1[O:6][C:5]([C:7]([NH:9][C:10]([C:13]2[N:19]([CH3:20])[C:17](=[O:18])[C:16]([OH:21])=[C:15]([C:22]([NH:24][CH2:25][C:26]3[CH:27]=[CH:28][C:29]([F:32])=[CH:30][CH:31]=3)=[O:23])[N:14]=2)([CH3:12])[CH3:11])=[O:8])=[N:4][N:3]=1.[Ca:37]. The catalyst class is: 47. (3) Reactant: [CH2:1]([O:3][C:4](=[O:17])[C:5]1[CH:10]=[C:9]([N:11]([CH2:14][CH3:15])[CH2:12][CH3:13])[N:8]=[C:7](Cl)[CH:6]=1)[CH3:2].[CH3:18][Zn]Cl. Product: [CH2:1]([O:3][C:4](=[O:17])[C:5]1[CH:6]=[C:7]([CH3:18])[N:8]=[C:9]([N:11]([CH2:14][CH3:15])[CH2:12][CH3:13])[CH:10]=1)[CH3:2]. The catalyst class is: 38. (4) Reactant: [NH2:1][C:2]1[CH:18]=[CH:17][C:5]([C:6]([NH:8][C:9]2[CH:14]=[CH:13][C:12]([CH3:15])=[C:11]([CH3:16])[CH:10]=2)=[O:7])=[CH:4][C:3]=1[N+:19]([O-])=O. Product: [NH2:19][C:3]1[CH:4]=[C:5]([CH:17]=[CH:18][C:2]=1[NH2:1])[C:6]([NH:8][C:9]1[CH:14]=[CH:13][C:12]([CH3:15])=[C:11]([CH3:16])[CH:10]=1)=[O:7]. The catalyst class is: 810. (5) Reactant: [C:1]1([C:7]2[CH:12]=[CH:11][CH:10]=[C:9]([C:13]3[CH:18]=[CH:17][CH:16]=[CH:15][CH:14]=3)[C:8]=2[OH:19])[CH:6]=[CH:5][CH:4]=[CH:3][CH:2]=1.C(N(CC)CC)C.Cl[P:28]1[O:32][C:31]([C:39]2[CH:44]=[CH:43][CH:42]=[CH:41][CH:40]=2)([C:33]2[CH:38]=[CH:37][CH:36]=[CH:35][CH:34]=2)[C:30]([C:51]2[CH:56]=[CH:55][CH:54]=[CH:53][CH:52]=2)([C:45]2[CH:50]=[CH:49][CH:48]=[CH:47][CH:46]=2)[O:29]1. Product: [C:13]1([C:9]2[CH:10]=[CH:11][CH:12]=[C:7]([C:1]3[CH:6]=[CH:5][CH:4]=[CH:3][CH:2]=3)[C:8]=2[O:19][P:28]2[O:32][C:31]([C:39]3[CH:44]=[CH:43][CH:42]=[CH:41][CH:40]=3)([C:33]3[CH:34]=[CH:35][CH:36]=[CH:37][CH:38]=3)[C:30]([C:45]3[CH:46]=[CH:47][CH:48]=[CH:49][CH:50]=3)([C:51]3[CH:52]=[CH:53][CH:54]=[CH:55][CH:56]=3)[O:29]2)[CH:14]=[CH:15][CH:16]=[CH:17][CH:18]=1. The catalyst class is: 11. (6) Reactant: [F:8][C:7]([F:10])([F:9])[C:6](O[C:6](=[O:11])[C:7]([F:10])([F:9])[F:8])=[O:11].[NH2:14][C:15]1[N:19]([C:20]2[CH:25]=[CH:24][CH:23]=[C:22]([Br:26])[CH:21]=2)[N:18]=[C:17]([C:27]([O:29][CH2:30][CH3:31])=[O:28])[C:16]=1[CH:32]=[O:33].C(N(CC)CC)C. Product: [Br:26][C:22]1[CH:21]=[C:20]([N:19]2[C:15]([NH:14][C:6](=[O:11])[C:7]([F:8])([F:9])[F:10])=[C:16]([CH:32]=[O:33])[C:17]([C:27]([O:29][CH2:30][CH3:31])=[O:28])=[N:18]2)[CH:25]=[CH:24][CH:23]=1. The catalyst class is: 4. (7) Reactant: [Cl:1][C:2]1[CH:3]=[C:4]2[C:8](=[CH:9][CH:10]=1)[NH:7][C:6](=[O:11])[C:5]2(O)[C:12]1[CH:17]=[CH:16][CH:15]=[CH:14][C:13]=1[O:18][CH2:19]CC.[NH3:23].C(O)C.O. Product: [NH2:23][C:5]1([C:12]2[CH:17]=[CH:16][CH:15]=[CH:14][C:13]=2[O:18][CH3:19])[C:4]2[C:8](=[CH:9][CH:10]=[C:2]([Cl:1])[CH:3]=2)[NH:7][C:6]1=[O:11]. The catalyst class is: 2.